From a dataset of Catalyst prediction with 721,799 reactions and 888 catalyst types from USPTO. Predict which catalyst facilitates the given reaction. Reactant: [N+:1](=[CH:3][CH2:4][O:5][C:6]([CH2:8][C:9]1(O)[CH2:14][CH2:13][N:12]([C:15]([O:17][C:18]([CH3:21])([CH3:20])[CH3:19])=[O:16])[CH2:11][CH2:10]1)=[O:7])=[N-:2].O(C(C)C)C(C)C.O=P(Cl)(Cl)Cl.[OH-].[Na+]. Product: [N+:1](=[CH:3][CH2:4][O:5][C:6]([CH2:8][C:9]1[CH2:14][CH2:13][N:12]([C:15]([O:17][C:18]([CH3:21])([CH3:20])[CH3:19])=[O:16])[CH2:11][CH:10]=1)=[O:7])=[N-:2]. The catalyst class is: 17.